Dataset: Reaction yield outcomes from USPTO patents with 853,638 reactions. Task: Predict the reaction yield, written as a fraction of the theoretical maximum amount of product (1.0 means a 100% yield; for example, 0.34 means a 34% yield). (1) The reactants are [F:1][C:2]1[CH:7]=[CH:6][CH:5]=[CH:4][C:3]=1Br.C([Li])CCC.[B:14](OC(C)C)([O:19]C(C)C)[O:15]C(C)C. The catalyst is O1CCCC1. The product is [F:1][C:2]1[CH:7]=[CH:6][CH:5]=[CH:4][C:3]=1[B:14]([OH:19])[OH:15]. The yield is 0.630. (2) The reactants are Cl.[F:2][C:3]([F:29])([F:28])[C:4]1[CH:5]=[C:6]([CH:21]=[C:22]([C:24]([F:27])([F:26])[F:25])[CH:23]=1)[CH2:7][O:8][C@H:9]1[CH2:14][CH2:13][NH:12][CH2:11][C@H:10]1[C:15]1[CH:20]=[CH:19][CH:18]=[CH:17][CH:16]=1.Br[CH2:31][C:32]([NH2:34])=[O:33]. No catalyst specified. The product is [F:29][C:3]([F:2])([F:28])[C:4]1[CH:5]=[C:6]([CH:21]=[C:22]([C:24]([F:27])([F:25])[F:26])[CH:23]=1)[CH2:7][O:8][C@H:9]1[CH2:14][CH2:13][N:12]([CH2:31][C:32]([NH2:34])=[O:33])[CH2:11][C@H:10]1[C:15]1[CH:16]=[CH:17][CH:18]=[CH:19][CH:20]=1. The yield is 0.520. (3) The reactants are Br[C:2]1[CH:10]=[CH:9][CH:8]=[C:7]2[C:3]=1[C:4]1([C:36]3[C:27](=[CH:28][C:29]4[O:34][CH2:33][CH2:32][O:31][C:30]=4[CH:35]=3)[O:26][CH2:25]1)[C:5](=[O:24])[N:6]2[CH:11]([C:18]1[CH:23]=[CH:22][CH:21]=[CH:20][CH:19]=1)[C:12]1[CH:17]=[CH:16][CH:15]=[CH:14][CH:13]=1.[N:37]1[C:46]2[C:41](=[CH:42][CH:43]=[CH:44][CH:45]=2)[CH:40]=[C:39](B(O)O)[CH:38]=1.C(=O)([O-])[O-].[Na+].[Na+]. The catalyst is C1C=CC([P]([Pd]([P](C2C=CC=CC=2)(C2C=CC=CC=2)C2C=CC=CC=2)([P](C2C=CC=CC=2)(C2C=CC=CC=2)C2C=CC=CC=2)[P](C2C=CC=CC=2)(C2C=CC=CC=2)C2C=CC=CC=2)(C2C=CC=CC=2)C2C=CC=CC=2)=CC=1.CN(C)C=O. The product is [C:12]1([CH:11]([C:18]2[CH:19]=[CH:20][CH:21]=[CH:22][CH:23]=2)[N:6]2[C:7]3[C:3](=[C:2]([C:39]4[CH:38]=[N:37][C:46]5[C:41]([CH:40]=4)=[CH:42][CH:43]=[CH:44][CH:45]=5)[CH:10]=[CH:9][CH:8]=3)[C:4]3([C:36]4[C:27](=[CH:28][C:29]5[O:34][CH2:33][CH2:32][O:31][C:30]=5[CH:35]=4)[O:26][CH2:25]3)[C:5]2=[O:24])[CH:17]=[CH:16][CH:15]=[CH:14][CH:13]=1. The yield is 0.350. (4) The reactants are C(OC(=O)[NH:7][CH2:8][C:9]1[C:17]2[C:13](=[N:14][N:15]([CH2:18][C:19]([C:35]#[N:36])([CH3:34])[NH:20][C:21](=[O:33])[C:22]3[CH:27]=[CH:26][C:25]([O:28][C:29]([F:32])([F:31])[F:30])=[CH:24][CH:23]=3)[N:16]=2)[CH:12]=[C:11]([Cl:37])[CH:10]=1)(C)(C)C.C[Si](I)(C)C. The catalyst is C(Cl)Cl. The product is [NH2:7][CH2:8][C:9]1[C:17]2[C:13](=[N:14][N:15]([CH2:18][C:19]([NH:20][C:21](=[O:33])[C:22]3[CH:27]=[CH:26][C:25]([O:28][C:29]([F:32])([F:31])[F:30])=[CH:24][CH:23]=3)([C:35]#[N:36])[CH3:34])[N:16]=2)[CH:12]=[C:11]([Cl:37])[CH:10]=1. The yield is 0.870. (5) The reactants are C(S[C:5]1[CH:10]=[CH:9][CH:8]=[CH:7][C:6]=1[C:11]1[N:12]=[C:13]([C:18]2[O:19][C:20]([C:23]3[CH:28]=[CH:27][CH:26]=[CH:25][CH:24]=3)=[N:21][N:22]=2)[C:14]([NH2:17])=[N:15][CH:16]=1)(C)C.Cl[C:30]1[CH:31]=C(C(OO)=O)C=C[CH:35]=1.[S:40]([O-:44])([O-])(=[O:42])=S.[Na+].[Na+].C(=O)(O)[O-].[Na+]. The catalyst is ClCCl. The product is [CH:30]([S:40]([C:5]1[CH:10]=[CH:9][CH:8]=[CH:7][C:6]=1[C:11]1[N:12]=[C:13]([C:18]2[O:19][C:20]([C:23]3[CH:28]=[CH:27][CH:26]=[CH:25][CH:24]=3)=[N:21][N:22]=2)[C:14]([NH2:17])=[N:15][CH:16]=1)(=[O:44])=[O:42])([CH3:31])[CH3:35]. The yield is 0.360. (6) The reactants are [N:1]1([C:7]([O:9][C:10]([CH3:13])([CH3:12])[CH3:11])=[O:8])[CH2:6][CH2:5][NH:4][CH2:3][CH2:2]1.C(=O)([O-])[O-].[Cs+].[Cs+].C1(P(C2C=CC=CC=2)C2C=CC3C(=CC=CC=3)C=2C2C3C(=CC=CC=3)C=CC=2P(C2C=CC=CC=2)C2C=CC=CC=2)C=CC=CC=1.FC(F)(F)S(O[C:72]1[CH:81]=[CH:80][C:79]([Cl:82])=[C:78]2[C:73]=1[CH:74]=[CH:75][C:76]([CH3:83])=[N:77]2)(=O)=O. The catalyst is C1(C)C=CC=CC=1.C([O-])(=O)C.[Pd+2].C([O-])(=O)C. The product is [Cl:82][C:79]1[CH:80]=[CH:81][C:72]([N:4]2[CH2:5][CH2:6][N:1]([C:7]([O:9][C:10]([CH3:13])([CH3:12])[CH3:11])=[O:8])[CH2:2][CH2:3]2)=[C:73]2[C:78]=1[N:77]=[C:76]([CH3:83])[CH:75]=[CH:74]2. The yield is 0.670. (7) The reactants are [NH2:1][C:2]1[N:3](C(OCC2C=CC=CC=2)=O)[CH:4]=[C:5]([CH3:7])[N:6]=1.[C:18]([O:22][C:23]([NH:25][C@@H:26]([CH2:32][C:33]1[CH:38]=[CH:37][CH:36]=[CH:35][CH:34]=1)[C@@H:27]([OH:31])[C:28]([OH:30])=O)=[O:24])([CH3:21])([CH3:20])[CH3:19].C1C=CC2N(O)N=NC=2C=1.O.CCN=C=NCCCN(C)C.Cl.C([O-])=O.[NH4+]. The catalyst is CN(C=O)C.CO.[Pd]. The product is [CH2:32]([C@H:26]([NH:25][C:23](=[O:24])[O:22][C:18]([CH3:19])([CH3:20])[CH3:21])[C@@H:27]([OH:31])[C:28]([NH:1][C:2]1[NH:6][C:5]([CH3:7])=[CH:4][N:3]=1)=[O:30])[C:33]1[CH:38]=[CH:37][CH:36]=[CH:35][CH:34]=1. The yield is 0.750. (8) The reactants are [CH3:1][C:2]1[CH:7]=[C:6]([CH3:8])[N:5]=[C:4]([NH2:9])[N:3]=1.[NH2:10]O.[CH3:12][C:13]1[CH:18]=[C:17]([CH3:19])[CH:16]=[C:15]([CH3:20])[C:14]=1[S:21]([O-:24])(=[O:23])=[O:22]. The catalyst is C(Cl)Cl. The product is [CH3:20][C:15]1[CH:16]=[C:17]([CH3:19])[CH:18]=[C:13]([CH3:12])[C:14]=1[S:21]([O-:24])(=[O:23])=[O:22].[NH2:10][N:3]1[C:2]([CH3:1])=[CH:7][C:6]([CH3:8])=[N:5][C:4]1=[NH2+:9]. The yield is 0.620.